From a dataset of Ames mutagenicity test results for genotoxicity prediction. Regression/Classification. Given a drug SMILES string, predict its toxicity properties. Task type varies by dataset: regression for continuous values (e.g., LD50, hERG inhibition percentage) or binary classification for toxic/non-toxic outcomes (e.g., AMES mutagenicity, cardiotoxicity, hepatotoxicity). Dataset: ames. The molecule is O=C(Cl)C(Cl)Cl. The result is 1 (mutagenic).